Dataset: Full USPTO retrosynthesis dataset with 1.9M reactions from patents (1976-2016). Task: Predict the reactants needed to synthesize the given product. (1) Given the product [CH2:133]([O:132][C:130](=[O:131])[C@@H:71]([NH:70][C:68](=[O:69])[C@@H:67]([NH:66][C:64]([C@@H:39]1[C@H:38]([N:36]2[CH:37]=[C:33]([CH2:32][O:31][C:30]3[CH:147]=[CH:148][C:27]([CH2:26][C@H:25]([NH2:24])[C:149]([O:151][CH3:152])=[O:150])=[CH:28][CH:29]=3)[N:34]=[N:35]2)[CH2:42][CH2:41][N:40]1[C:43](=[O:63])[C@@H:44]([NH:49][C:50](=[O:62])[C@@H:51]([N:53]([C:55]([O:57][C:58]([CH3:61])([CH3:60])[CH3:59])=[O:56])[CH3:54])[CH3:52])[C:45]([CH3:47])([CH3:48])[CH3:46])=[O:65])[CH2:136][C:137]1[CH:146]=[CH:145][C:144]2[C:139](=[CH:140][CH:141]=[CH:142][CH:143]=2)[CH:138]=1)[CH2:72][C:73]1[CH:74]=[CH:75][C:76]([O:77][CH2:78][C:79]2[N:80]=[N:81][N:82]([C@@H:84]3[CH2:88][CH2:87][N:86]([C:89](=[O:109])[C@@H:90]([NH:95][C:96](=[O:108])[C@@H:97]([N:99]([C:101]([O:103][C:104]([CH3:106])([CH3:107])[CH3:105])=[O:102])[CH3:100])[CH3:98])[C:91]([CH3:92])([CH3:93])[CH3:94])[C@@H:85]3[C:110]([NH:112][C@@H:113]([CH2:117][C:118]3[CH:127]=[CH:126][C:125]4[C:120](=[CH:121][CH:122]=[CH:123][CH:124]=4)[CH:119]=3)[C:114]([OH:116])=[O:115])=[O:111])[CH:83]=2)=[CH:128][CH:129]=1)[CH:134]=[CH2:135], predict the reactants needed to synthesize it. The reactants are: N1CCCCC1.C1C2C(COC([NH:24][C@H:25]([C:149]([O:151][CH3:152])=[O:150])[CH2:26][C:27]3[CH:148]=[CH:147][C:30]([O:31][CH2:32][C:33]4[N:34]=[N:35][N:36]([C@@H:38]5[CH2:42][CH2:41][N:40]([C:43](=[O:63])[C@@H:44]([NH:49][C:50](=[O:62])[C@@H:51]([N:53]([C:55]([O:57][C:58]([CH3:61])([CH3:60])[CH3:59])=[O:56])[CH3:54])[CH3:52])[C:45]([CH3:48])([CH3:47])[CH3:46])[C@@H:39]5[C:64]([NH:66][C@@H:67]([CH2:136][C:137]5[CH:146]=[CH:145][C:144]6[C:139](=[CH:140][CH:141]=[CH:142][CH:143]=6)[CH:138]=5)[C:68]([NH:70][C@H:71]([C:130]([O:132][CH2:133][CH:134]=[CH2:135])=[O:131])[CH2:72][C:73]5[CH:129]=[CH:128][C:76]([O:77][CH2:78][C:79]6[N:80]=[N:81][N:82]([C@@H:84]7[CH2:88][CH2:87][N:86]([C:89](=[O:109])[C@@H:90]([NH:95][C:96](=[O:108])[C@@H:97]([N:99]([C:101]([O:103][C:104]([CH3:107])([CH3:106])[CH3:105])=[O:102])[CH3:100])[CH3:98])[C:91]([CH3:94])([CH3:93])[CH3:92])[C@@H:85]7[C:110]([NH:112][C@@H:113]([CH2:117][C:118]7[CH:127]=[CH:126][C:125]8[C:120](=[CH:121][CH:122]=[CH:123][CH:124]=8)[CH:119]=7)[C:114]([OH:116])=[O:115])=[O:111])[CH:83]=6)=[CH:75][CH:74]=5)=[O:69])=[O:65])[CH:37]=4)=[CH:29][CH:28]=3)=O)C3C(=CC=CC=3)C=2C=CC=1. (2) Given the product [Cl:1][C:2]1[N:6]([CH:7]2[CH2:8][CH2:9][O:10][CH2:11][CH2:12]2)[N:5]=[CH:4][C:3]=1[NH2:13], predict the reactants needed to synthesize it. The reactants are: [Cl:1][C:2]1[N:6]([CH:7]2[CH2:12][CH2:11][O:10][CH2:9][CH2:8]2)[N:5]=[CH:4][C:3]=1[N+:13]([O-])=O.C(O)(=O)C. (3) Given the product [CH2:11]([N:18]1[C:26]2[C:21](=[CH:22][CH:23]=[CH:24][CH:25]=2)[C:20]2([O:27][CH:1]3[C:10]4[C:5]([CH:4]=[CH:3][N:2]3[C:36]3[CH:37]=[CH:38][CH:39]=[CH:40][C:35]2=3)=[CH:6][CH:7]=[CH:8][CH:9]=4)[C:19]1=[O:28])[C:12]1[CH:13]=[CH:14][CH:15]=[CH:16][CH:17]=1, predict the reactants needed to synthesize it. The reactants are: [CH:1]1[C:10]2[C:5](=[CH:6][CH:7]=[CH:8][CH:9]=2)[CH:4]=[CH:3][N:2]=1.[CH2:11]([N:18]1[C:26]2[C:21](=[CH:22][CH:23]=[CH:24][CH:25]=2)[C:20](=[O:27])[C:19]1=[O:28])[C:12]1[CH:17]=[CH:16][CH:15]=[CH:14][CH:13]=1.FC(F)(F)S(O[C:35]1[CH:40]=[CH:39][CH:38]=[CH:37][C:36]=1[Si](C)(C)C)(=O)=O.[F-].[K+].O1CCOCCOCCOCCOCCOCC1. (4) Given the product [Cl:12][C:7]1[CH:8]=[C:9]2[C:4](=[C:5]([C:13]3[C:22]4[C:17](=[CH:18][CH:19]=[CH:20][CH:21]=4)[CH:16]=[CH:15][CH:14]=3)[CH:6]=1)[N:3]=[C:2]([C:23]#[N:24])[CH:11]=[CH:10]2, predict the reactants needed to synthesize it. The reactants are: Cl[C:2]1[CH:11]=[CH:10][C:9]2[C:4](=[C:5]([C:13]3[C:22]4[C:17](=[CH:18][CH:19]=[CH:20][CH:21]=4)[CH:16]=[CH:15][CH:14]=3)[CH:6]=[C:7]([Cl:12])[CH:8]=2)[N:3]=1.[C:23]([Cu])#[N:24]. (5) Given the product [CH3:2][O:3][C:4]([C:6]1[CH:7]=[C:8]([CH3:28])[C:9]2[O:15][C:14]3[C:16]([Cl:24])=[CH:17][C:18]([NH:20][CH2:21][CH2:22][NH2:1])=[CH:19][C:13]=3[CH2:12][S:11](=[O:25])(=[O:26])[C:10]=2[CH:27]=1)=[O:5], predict the reactants needed to synthesize it. The reactants are: [NH3:1].[CH3:2][O:3][C:4]([C:6]1[CH:7]=[C:8]([CH3:28])[C:9]2[O:15][C:14]3[C:16]([Cl:24])=[CH:17][C:18]([NH:20][CH2:21][CH2:22]Cl)=[CH:19][C:13]=3[CH2:12][S:11](=[O:26])(=[O:25])[C:10]=2[CH:27]=1)=[O:5].